This data is from Catalyst prediction with 721,799 reactions and 888 catalyst types from USPTO. The task is: Predict which catalyst facilitates the given reaction. (1) Reactant: [CH:1]1([N:6]2[CH2:12][C:11]([F:14])([F:13])[C:10](=[O:15])[N:9]([CH3:16])[C:8]3[CH:17]=[N:18][C:19]([NH:21][C:22]4[C:30]([F:31])=[CH:29][C:25]([C:26](O)=[O:27])=[C:24]([F:32])[CH:23]=4)=[N:20][C:7]2=3)[CH2:5][CH2:4][CH2:3][CH2:2]1.ON1C2C=CC=CC=2N=N1.F[P-](F)(F)(F)(F)F.CN(C(N(C)C)=[N+]1C2C=CC=CC=2[N+]([O-])=N1)C.C(N(C(C)C)CC)(C)C.[NH2:76][CH:77]1[CH2:82][CH2:81][O:80][CH2:79][CH2:78]1. Product: [CH:1]1([N:6]2[CH2:12][C:11]([F:14])([F:13])[C:10](=[O:15])[N:9]([CH3:16])[C:8]3[CH:17]=[N:18][C:19]([NH:21][C:22]4[C:30]([F:31])=[CH:29][C:25]([C:26]([NH:76][CH:77]5[CH2:82][CH2:81][O:80][CH2:79][CH2:78]5)=[O:27])=[C:24]([F:32])[CH:23]=4)=[N:20][C:7]2=3)[CH2:5][CH2:4][CH2:3][CH2:2]1. The catalyst class is: 9. (2) Reactant: [CH3:1][C:2]1[CH:7]=[CH:6][CH:5]=[CH:4][C:3]=1[C:8]1[C:19](=[O:20])[N:18]([C@H:21]2[CH2:25][CH2:24][N:23]([S:26]([CH3:29])(=[O:28])=[O:27])[CH2:22]2)[C:11]2[N:12]=[C:13](SC)[N:14]=[CH:15][C:10]=2[CH:9]=1.Cl[C:31]1C=CC=C(C(OO)=O)C=1.[S:41](=[O:44])([OH:43])[O-].[Na+].C(=O)(O)[O-].[Na+]. Product: [CH3:1][C:2]1[CH:7]=[CH:6][CH:5]=[CH:4][C:3]=1[C:8]1[C:19](=[O:20])[N:18]([C@H:21]2[CH2:25][CH2:24][N:23]([S:26]([CH3:29])(=[O:28])=[O:27])[CH2:22]2)[C:11]2[N:12]=[C:13]([S:41]([CH3:31])(=[O:44])=[O:43])[N:14]=[CH:15][C:10]=2[CH:9]=1. The catalyst class is: 22. (3) Product: [Si:1]([O:8][CH2:9][C:10]1[C:11]([C:16]2[NH:23][N:19]=[CH:18][CH:17]=2)=[N:12][CH:13]=[CH:14][CH:15]=1)([C:4]([CH3:7])([CH3:6])[CH3:5])([CH3:3])[CH3:2]. The catalyst class is: 14. Reactant: [Si:1]([O:8][CH2:9][C:10]1[C:11]([C:16](=O)/[CH:17]=[CH:18]/[N:19](C)C)=[N:12][CH:13]=[CH:14][CH:15]=1)([C:4]([CH3:7])([CH3:6])[CH3:5])([CH3:3])[CH3:2].[NH2:23]N. (4) Reactant: [CH2:1]([O:3][C:4](=[O:33])[CH:5]([C:7]1[C:12]([F:13])=[CH:11][C:10]([O:14][Si:15]([C:28]([CH3:31])([CH3:30])[CH3:29])([C:22]2[CH:27]=[CH:26][CH:25]=[CH:24][CH:23]=2)[C:16]2[CH:21]=[CH:20][CH:19]=[CH:18][CH:17]=2)=[CH:9][C:8]=1[F:32])[OH:6])[CH3:2].I[CH2:35][CH3:36]. Product: [CH2:1]([O:3][C:4](=[O:33])[CH:5]([C:7]1[C:12]([F:13])=[CH:11][C:10]([O:14][Si:15]([C:28]([CH3:29])([CH3:31])[CH3:30])([C:16]2[CH:21]=[CH:20][CH:19]=[CH:18][CH:17]=2)[C:22]2[CH:27]=[CH:26][CH:25]=[CH:24][CH:23]=2)=[CH:9][C:8]=1[F:32])[O:6][CH2:35][CH3:36])[CH3:2]. The catalyst class is: 2.